From a dataset of Forward reaction prediction with 1.9M reactions from USPTO patents (1976-2016). Predict the product of the given reaction. (1) Given the reactants [F:1][C:2]([F:34])([F:33])[C:3]1[CH:4]=[C:5]([CH:26]=[C:27]([C:29]([F:32])([F:31])[F:30])[CH:28]=1)[C:6]([N:8]([CH2:22][C:23](O)=[O:24])[C:9]1[CH:10]=[N:11][CH:12]=[CH:13][C:14]=1[C:15]1[CH:20]=[CH:19][CH:18]=[CH:17][C:16]=1[Cl:21])=[O:7].C[CH2:36][N:37](C(C)C)C(C)C.CN(C(ON1N=NC2C=CC=NC1=2)=[N+](C)C)C.F[P-](F)(F)(F)(F)F.Cl.CN.C([O-])(O)=O.[Na+], predict the reaction product. The product is: [Cl:21][C:16]1[CH:17]=[CH:18][CH:19]=[CH:20][C:15]=1[C:14]1[CH:13]=[CH:12][N:11]=[CH:10][C:9]=1[N:8]([CH2:22][C:23](=[O:24])[NH:37][CH3:36])[C:6](=[O:7])[C:5]1[CH:4]=[C:3]([C:2]([F:34])([F:1])[F:33])[CH:28]=[C:27]([C:29]([F:31])([F:30])[F:32])[CH:26]=1. (2) Given the reactants [NH:1]1[CH:5]([C:6]([OH:8])=[O:7])[CH2:4][CH:3]2[CH2:9][CH2:10][CH2:11][CH:2]12.[OH-].[Na+].[C:14]([C:17]1[CH:22]=[CH:21][C:20]([S:23](Cl)(=[O:25])=[O:24])=[CH:19][CH:18]=1)(=[O:16])[CH3:15], predict the reaction product. The product is: [C:14]([C:17]1[CH:18]=[CH:19][C:20]([S:23]([N:1]2[CH:5]([C:6]([OH:8])=[O:7])[CH2:4][CH:3]3[CH2:9][CH2:10][CH2:11][CH:2]23)(=[O:25])=[O:24])=[CH:21][CH:22]=1)(=[O:16])[CH3:15]. (3) Given the reactants C([O-])(=O)C.[K+].[C:6]([O:10][C:11](=[O:22])[NH:12][CH2:13][C:14]1[C:19]([F:20])=[CH:18][C:17](Br)=[CH:16][N:15]=1)([CH3:9])([CH3:8])[CH3:7].CC1(C)C(C)(C)OB(B2OC(C)(C)C(C)(C)O2)O1.C(Cl)Cl.C(=O)([O-])[O-].[K+].[K+].Br[C:51]1[CH:56]=[C:55]([Cl:57])[CH:54]=[C:53]([F:58])[C:52]=1[C:59]1[N:60]=[N:61][N:62]([CH3:64])[N:63]=1, predict the reaction product. The product is: [C:6]([O:10][C:11](=[O:22])[NH:12][CH2:13][C:14]1[C:19]([F:20])=[CH:18][C:17]([C:51]2[CH:56]=[C:55]([Cl:57])[CH:54]=[C:53]([F:58])[C:52]=2[C:59]2[N:60]=[N:61][N:62]([CH3:64])[N:63]=2)=[CH:16][N:15]=1)([CH3:9])([CH3:8])[CH3:7]. (4) The product is: [CH3:30][C:31]1[CH:36]=[CH:35][C:34]([S:37]([O:15][CH2:14][CH2:13][CH2:12][O:11][CH2:10][CH2:9][N:8]([CH2:1][C:2]2[CH:3]=[CH:4][CH:5]=[CH:6][CH:7]=2)[CH2:16][C:17]2[CH:18]=[CH:19][CH:20]=[CH:21][CH:22]=2)(=[O:39])=[O:38])=[CH:33][CH:32]=1. Given the reactants [CH2:1]([N:8]([CH2:16][C:17]1[CH:22]=[CH:21][CH:20]=[CH:19][CH:18]=1)[CH2:9][CH2:10][O:11][CH2:12][CH2:13][CH2:14][OH:15])[C:2]1[CH:7]=[CH:6][CH:5]=[CH:4][CH:3]=1.CCN(CC)CC.[CH3:30][C:31]1[CH:36]=[CH:35][C:34]([S:37](Cl)(=[O:39])=[O:38])=[CH:33][CH:32]=1, predict the reaction product. (5) Given the reactants [CH2:1]([Li])[CH2:2][CH2:3]C.[CH:6]([C@H:8]1[CH2:24][N:12]2[CH2:13][CH2:14][N:15]([C:17]3[N:22]=[CH:21][C:20]([F:23])=[CH:19][N:18]=3)[CH2:16][C@@H:11]2[CH2:10][CH2:9]1)=O.[CH2:25]1[CH2:29]O[CH2:27][CH2:26]1, predict the reaction product. The product is: [C:25]1([CH:29]=[CH:6][CH:8]2[CH2:24][N:12]3[CH2:13][CH2:14][N:15]([C:17]4[N:22]=[CH:21][C:20]([F:23])=[CH:19][N:18]=4)[CH2:16][CH:11]3[CH2:10][CH2:9]2)[CH:3]=[CH:2][CH:1]=[CH:27][CH:26]=1.